From a dataset of Forward reaction prediction with 1.9M reactions from USPTO patents (1976-2016). Predict the product of the given reaction. (1) Given the reactants [C:1]([C:3]1[CH:8]=[CH:7][C:6]([N:9]2[CH2:14][CH2:13][N:12]([C:15]([O:17][C:18]([CH3:21])([CH3:20])[CH3:19])=[O:16])[CH2:11][CH2:10]2)=[C:5]([CH3:22])[CH:4]=1)#N.[OH-:23].[Na+].Cl.[OH2:26], predict the reaction product. The product is: [C:18]([O:17][C:15]([N:12]1[CH2:13][CH2:14][N:9]([C:6]2[CH:7]=[CH:8][C:3]([C:1]([OH:26])=[O:23])=[CH:4][C:5]=2[CH3:22])[CH2:10][CH2:11]1)=[O:16])([CH3:21])([CH3:20])[CH3:19]. (2) Given the reactants Cl[C:2]1[CH:7]=[C:6]([N:8]2[C:12]([CH3:13])=[C:11]([I:14])[N:10]=[C:9]2[CH3:15])[CH:5]=[CH:4][N:3]=1.[OH-:16].[K+], predict the reaction product. The product is: [I:14][C:11]1[N:10]=[C:9]([CH3:15])[N:8]([C:6]2[CH:5]=[CH:4][NH:3][C:2](=[O:16])[CH:7]=2)[C:12]=1[CH3:13]. (3) The product is: [Br:1][C:2]1[CH:3]=[CH:4][C:5]2[C:11]3[S:12][C:13]([C:15]([N:17]([C:19]4[CH:20]=[C:21]([C:22](=[O:23])[N:61]([CH2:62][CH2:63][OH:64])[CH3:60])[CH:25]=[CH:26][C:27]=4[Cl:28])[CH3:18])=[O:16])=[CH:14][C:10]=3[CH2:9][CH2:8][O:7][C:6]=2[CH:29]=1. Given the reactants [Br:1][C:2]1[CH:3]=[CH:4][C:5]2[C:11]3[S:12][C:13]([C:15]([N:17]([C:19]4[CH:20]=[C:21]([CH:25]=[CH:26][C:27]=4[Cl:28])[C:22](O)=[O:23])[CH3:18])=[O:16])=[CH:14][C:10]=3[CH2:9][CH2:8][O:7][C:6]=2[CH:29]=1.CCN=C=NCCCN(C)C.C1C=CC2N(O)N=NC=2C=1.CCN(C(C)C)C(C)C.[CH3:60][NH:61][CH2:62][CH2:63][OH:64], predict the reaction product. (4) The product is: [Br:1][C:2]1[C:3]([F:15])=[CH:4][CH:5]=[C:6]2[C:11]=1[N:10]=[C:9]([NH:21][C:18]1([CH3:17])[CH2:20][CH2:19]1)[N:8]([CH3:13])[C:7]2=[O:14]. Given the reactants [Br:1][C:2]1[C:3]([F:15])=[CH:4][CH:5]=[C:6]2[C:11]=1[N:10]=[C:9](Cl)[N:8]([CH3:13])[C:7]2=[O:14].Cl.[CH3:17][C:18]1([NH2:21])[CH2:20][CH2:19]1.C(N(C(C)C)C(C)C)C, predict the reaction product. (5) Given the reactants [CH2:1]([C:3]1[CH:8]=[CH:7][CH:6]=[CH:5][C:4]=1[F:9])[CH3:2].[S:10]([Cl:14])(=O)(=[O:12])[OH:11], predict the reaction product. The product is: [CH2:1]([C:3]1[CH:8]=[C:7]([S:10]([Cl:14])(=[O:12])=[O:11])[CH:6]=[CH:5][C:4]=1[F:9])[CH3:2]. (6) Given the reactants [C:1]([O:5][C:6]([NH:8][CH2:9][C:10]1[CH:11]=[C:12]([C:16]2[CH:21]=[CH:20][CH:19]=[C:18]([CH2:22][O:23][C:24]3[CH:29]=[C:28]([CH2:30][CH:31]4[CH2:33][CH2:32]4)[CH:27]=[CH:26][C:25]=3[CH2:34][C:35]([OH:37])=[O:36])[CH:17]=2)[CH:13]=[CH:14][CH:15]=1)=[O:7])([CH3:4])([CH3:3])[CH3:2].[CH2:38]([C:42]1[CH:47]=[CH:46][C:45]([CH2:48][C:49]([O:51]C)=[O:50])=[C:44](OCC2C=C(C3C=CC=C(CNC(OC(C)(C)C)=O)C=3)C=CC=2)[CH:43]=1)CC=C.O.C[N+]1([O-])CC[O:81]CC1.S([O-])([O-])(=O)=S.[Na+].[Na+].[CH3:92][C:93]([CH3:95])=[O:94], predict the reaction product. The product is: [C:1]([O:5][C:6]([NH:8][CH2:9][C:10]1[CH:11]=[C:12]([C:16]2[CH:21]=[CH:20][CH:19]=[C:18]([CH2:22][O:23][C:24]3[CH:29]=[C:28]([CH2:30][CH:31]4[CH2:32][CH2:33]4)[CH:27]=[CH:26][C:25]=3[CH2:34][C:35]([OH:37])=[O:36])[CH:17]=2)[CH:13]=[CH:14][CH:15]=1)=[O:7])([CH3:4])([CH3:2])[CH3:3].[C:1]([O:5][C:6]([NH:8][CH2:9][C:10]1[CH:11]=[C:12]([C:16]2[CH:21]=[CH:20][CH:19]=[C:18]([CH2:22][O:23][C:44]3[CH:43]=[C:42]([CH2:38][CH2:92][CH:93]([OH:94])[CH2:95][OH:81])[CH:47]=[CH:46][C:45]=3[CH2:48][C:49]([OH:51])=[O:50])[CH:17]=2)[CH:13]=[CH:14][CH:15]=1)=[O:7])([CH3:2])([CH3:3])[CH3:4].